From a dataset of Reaction yield outcomes from USPTO patents with 853,638 reactions. Predict the reaction yield, written as a fraction of the theoretical maximum amount of product (1.0 means a 100% yield; for example, 0.34 means a 34% yield). (1) The reactants are [C:1]1([CH2:7][O:8][C:9]2[CH:10]=[C:11]([CH2:15][C:16]([O:18]CC3C=CC=CC=3)=O)[CH:12]=[CH:13][CH:14]=2)[CH:6]=[CH:5][CH:4]=[CH:3][CH:2]=1.O.[OH-].[Li+].C1(COC2C=C(CC(O)=O)C=CC=2)C=CC=CC=1.C(Cl)(=O)C([Cl:50])=O. The catalyst is O.ClCCl.CN(C=O)C.C1COCC1.O. The product is [C:1]1([CH2:7][O:8][C:9]2[CH:10]=[C:11]([CH2:15][C:16]([Cl:50])=[O:18])[CH:12]=[CH:13][CH:14]=2)[CH:6]=[CH:5][CH:4]=[CH:3][CH:2]=1. The yield is 0.990. (2) The reactants are [F:1][C:2]1[CH:7]=[CH:6][C:5]([CH2:8][S:9](Cl)(=[O:11])=[O:10])=[CH:4][CH:3]=1.[CH2:13]([O:20][C:21](=[O:43])[C:22]([O:26][C:27]1[CH:32]=[CH:31][CH:30]=[C:29]([CH2:33][CH2:34][NH:35][CH2:36][CH2:37][CH2:38][CH2:39][CH2:40][CH2:41][CH3:42])[CH:28]=1)([CH3:25])[CH2:23][CH3:24])[C:14]1[CH:19]=[CH:18][CH:17]=[CH:16][CH:15]=1.C(N(CC)CC)C.C(Cl)Cl. The catalyst is C(OCC)(=O)C. The product is [CH2:13]([O:20][C:21](=[O:43])[C:22]([O:26][C:27]1[CH:32]=[CH:31][CH:30]=[C:29]([CH2:33][CH2:34][N:35]([S:9]([CH2:8][C:5]2[CH:6]=[CH:7][C:2]([F:1])=[CH:3][CH:4]=2)(=[O:11])=[O:10])[CH2:36][CH2:37][CH2:38][CH2:39][CH2:40][CH2:41][CH3:42])[CH:28]=1)([CH3:25])[CH2:23][CH3:24])[C:14]1[CH:19]=[CH:18][CH:17]=[CH:16][CH:15]=1. The yield is 0.750. (3) The reactants are [NH:1]1[C:9]2[C:4](=[CH:5][CH:6]=[CH:7][CH:8]=2)[C:3]([C:10]2[N:15]=[N:14][C:13]([O:16][CH:17]3[CH:22]4[CH2:23][CH2:24][N:19]([CH2:20][CH2:21]4)[CH2:18]3)=[CH:12][CH:11]=2)=[CH:2]1.[C:25]([OH:32])(=[O:31])/[CH:26]=[CH:27]/[C:28]([OH:30])=[O:29]. The catalyst is CCOC(C)=O.CO. The product is [C:25]([OH:32])(=[O:31])/[CH:26]=[CH:27]/[C:28]([OH:30])=[O:29].[NH:1]1[C:9]2[C:4](=[CH:5][CH:6]=[CH:7][CH:8]=2)[C:3]([C:10]2[N:15]=[N:14][C:13]([O:16][CH:17]3[CH:22]4[CH2:23][CH2:24][N:19]([CH2:20][CH2:21]4)[CH2:18]3)=[CH:12][CH:11]=2)=[CH:2]1.[NH:1]1[C:9]2[C:4](=[CH:5][CH:6]=[CH:7][CH:8]=2)[C:3]([C:10]2[N:15]=[N:14][C:13]([O:16][CH:17]3[CH:22]4[CH2:23][CH2:24][N:19]([CH2:20][CH2:21]4)[CH2:18]3)=[CH:12][CH:11]=2)=[CH:2]1. The yield is 1.00.